Dataset: Full USPTO retrosynthesis dataset with 1.9M reactions from patents (1976-2016). Task: Predict the reactants needed to synthesize the given product. (1) The reactants are: [O-:1][N+:2]1[CH:7]=[CH:6][C:5]([CH2:8][CH2:9][NH:10]C(=O)OC(C)(C)C)=[CH:4][CH:3]=1.Cl.C(OCC)(=O)C. Given the product [O-:1][N+:2]1[CH:7]=[CH:6][C:5]([CH2:8][CH2:9][NH2:10])=[CH:4][CH:3]=1, predict the reactants needed to synthesize it. (2) Given the product [CH3:2][O:25][CH:22]=[CH:32][C:31]1[CH:34]=[CH:35][C:28]([Br:27])=[CH:29][C:30]=1[F:36], predict the reactants needed to synthesize it. The reactants are: [Cl-].[C:2]1([PH+](C2C=CC=CC=2)C2C=CC=CC=2)C=CC=CC=1.C[C:22]([O-:25])(C)C.[K+].[Br:27][C:28]1[CH:35]=[CH:34][C:31]([CH:32]=O)=[C:30]([F:36])[CH:29]=1.